From a dataset of Catalyst prediction with 721,799 reactions and 888 catalyst types from USPTO. Predict which catalyst facilitates the given reaction. (1) Reactant: [CH:1]1([C:6]([N:8]2[CH2:13][CH2:12][C:11]([C:14]3[C:22]4[C:17](=[CH:18][CH:19]=[C:20]([N+:24]([O-])=O)[C:21]=4[CH3:23])[N:16]([CH3:27])[CH:15]=3)=[CH:10][CH2:9]2)=[O:7])[CH2:5][CH2:4][CH2:3][CH2:2]1.C([O-])=O.[NH4+]. Product: [NH2:24][C:20]1[C:21]([CH3:23])=[C:22]2[C:17](=[CH:18][CH:19]=1)[N:16]([CH3:27])[CH:15]=[C:14]2[CH:11]1[CH2:10][CH2:9][N:8]([C:6]([CH:1]2[CH2:5][CH2:4][CH2:3][CH2:2]2)=[O:7])[CH2:13][CH2:12]1. The catalyst class is: 256. (2) Product: [O:26]1[CH2:31][CH2:30][CH:21]([O:20][C:19]([NH:1][CH:2]2[CH2:3][CH2:4][N:5]([C:8]([O:10][CH2:11][C:12]3[CH:17]=[CH:16][CH:15]=[CH:14][CH:13]=3)=[O:9])[CH2:6][CH2:7]2)=[O:18])[CH2:28][CH2:27]1. The catalyst class is: 11. Reactant: [NH2:1][CH:2]1[CH2:7][CH2:6][N:5]([C:8]([O:10][CH2:11][C:12]2[CH:17]=[CH:16][CH:15]=[CH:14][CH:13]=2)=[O:9])[CH2:4][CH2:3]1.[O:18]=[C:19](Cl)[O:20][C:21](Cl)(Cl)Cl.[O:26]1[CH2:31][CH2:30]C(O)[CH2:28][CH2:27]1.